Dataset: Reaction yield outcomes from USPTO patents with 853,638 reactions. Task: Predict the reaction yield, written as a fraction of the theoretical maximum amount of product (1.0 means a 100% yield; for example, 0.34 means a 34% yield). (1) The reactants are [CH2:1]([NH:4][C:5]1[N:6]([C:23]2[CH:24]=[C:25]([CH:29]=[CH:30][C:31]=2[CH3:32])[C:26]([OH:28])=O)[C:7](=[O:22])[C:8]([Cl:21])=[C:9]([O:11][CH2:12][C:13]2[CH:18]=[CH:17][C:16]([F:19])=[CH:15][C:14]=2[F:20])[N:10]=1)[CH:2]=[CH2:3].ClC(OCC(C)C)=O.CN1CCOCC1.[CH2:48]([NH2:51])[CH:49]=[CH2:50]. The catalyst is CN(C)C(=O)C. The product is [CH2:48]([NH:51][C:26](=[O:28])[C:25]1[CH:29]=[CH:30][C:31]([CH3:32])=[C:23]([N:6]2[C:7](=[O:22])[C:8]([Cl:21])=[C:9]([O:11][CH2:12][C:13]3[CH:18]=[CH:17][C:16]([F:19])=[CH:15][C:14]=3[F:20])[N:10]=[C:5]2[NH:4][CH2:1][CH:2]=[CH2:3])[CH:24]=1)[CH:49]=[CH2:50]. The yield is 0.600. (2) The reactants are [C:1]([C@H:4]1[CH2:9][CH2:8][C@H:7]([C:10]([O:12][CH3:13])=[O:11])[CH2:6][CH2:5]1)(=O)[NH2:2].N1C=CN=C1.P(Cl)(Cl)(Cl)=O. The catalyst is N1C=CC=CC=1. The product is [C:1]([C@H:4]1[CH2:9][CH2:8][C@H:7]([C:10]([O:12][CH3:13])=[O:11])[CH2:6][CH2:5]1)#[N:2]. The yield is 0.990. (3) The reactants are [CH2:1]([N:8]=[C:9]=[O:10])[C:2]1[CH:7]=[CH:6][CH:5]=[CH:4][CH:3]=1.[C:11]1([C:17]2([C:27]3[CH:32]=[CH:31][CH:30]=[CH:29][CH:28]=3)[C:25]3[CH2:24][CH2:23][NH:22][CH2:21][C:20]=3[C:19](=[O:26])[O:18]2)[CH:16]=[CH:15][CH:14]=[CH:13][CH:12]=1. The product is [CH2:1]([NH:8][C:9]([N:22]1[CH2:23][CH2:24][C:25]2[C:17]([C:11]3[CH:16]=[CH:15][CH:14]=[CH:13][CH:12]=3)([C:27]3[CH:32]=[CH:31][CH:30]=[CH:29][CH:28]=3)[O:18][C:19](=[O:26])[C:20]=2[CH2:21]1)=[O:10])[C:2]1[CH:7]=[CH:6][CH:5]=[CH:4][CH:3]=1. The catalyst is ClCCl. The yield is 0.500.